This data is from Reaction yield outcomes from USPTO patents with 853,638 reactions. The task is: Predict the reaction yield, written as a fraction of the theoretical maximum amount of product (1.0 means a 100% yield; for example, 0.34 means a 34% yield). The reactants are [Cl:1][C:2]1[CH:7]=[C:6]([Cl:8])[CH:5]=[CH:4][C:3]=1[O:9][C:10]1[CH:15]=[CH:14][CH:13]=[CH:12][C:11]=1[N+:16]([O-])=O.C(OCC)(=O)C. No catalyst specified. The product is [Cl:1][C:2]1[CH:7]=[C:6]([Cl:8])[CH:5]=[CH:4][C:3]=1[O:9][C:10]1[CH:15]=[CH:14][CH:13]=[CH:12][C:11]=1[NH2:16]. The yield is 0.990.